This data is from Forward reaction prediction with 1.9M reactions from USPTO patents (1976-2016). The task is: Predict the product of the given reaction. (1) Given the reactants [F:1][C:2]1[CH:3]=[C:4]([CH2:9][C@H:10]([NH:14][C:15](=[O:24])[O:16][CH2:17][C:18]2[CH:23]=[CH:22][CH:21]=[CH:20][CH:19]=2)[C@H:11]2[CH2:13][O:12]2)[CH:5]=[C:6]([F:8])[CH:7]=1.[CH2:25]([O:28][C@@H:29]1[C:37]2[C:32](=[CH:33][C:34]([O:38][CH3:39])=[CH:35][CH:36]=2)[C@H:31]([NH2:40])[CH2:30]1)[CH:26]=[CH2:27].[Cl-].[Na+].O.C([O-])(O)=O.[Na+], predict the reaction product. The product is: [CH2:25]([O:28][C@H:29]1[C:37]2[C:32](=[CH:33][C:34]([O:38][CH3:39])=[CH:35][CH:36]=2)[C@@H:31]([NH:40][CH2:13][C@@H:11]([OH:12])[C@@H:10]([NH:14][C:15](=[O:24])[O:16][CH2:17][C:18]2[CH:23]=[CH:22][CH:21]=[CH:20][CH:19]=2)[CH2:9][C:4]2[CH:3]=[C:2]([F:1])[CH:7]=[C:6]([F:8])[CH:5]=2)[CH2:30]1)[CH:26]=[CH2:27]. (2) The product is: [CH2:16]([N:23]1[C@@H:28]2[C@@H:29]([C:31]#[N:32])[CH2:30][C@@:24]1([C:34]1[CH:39]=[CH:38][CH:37]=[CH:36][CH:35]=1)[C@H:25]([O:6][Si:7]([C:10]([CH3:13])([CH3:12])[CH3:11])([CH3:9])[CH3:8])[CH2:26][CH2:27]2)[C:17]1[CH:18]=[CH:19][CH:20]=[CH:21][CH:22]=1. Given the reactants FC(F)(F)S([O:6][Si:7]([C:10]([CH3:13])([CH3:12])[CH3:11])([CH3:9])[CH3:8])(=O)=O.[CH2:16]([N:23]1[CH:28]2[CH:29]([C:31]#[N:32])[CH2:30][C:24]1([C:34]1[CH:39]=[CH:38][CH:37]=[CH:36][CH:35]=1)[CH:25](O)[CH2:26][CH2:27]2)[C:17]1[CH:22]=[CH:21][CH:20]=[CH:19][CH:18]=1.C(N(CC)CC)C, predict the reaction product. (3) Given the reactants C(OC([NH:8][C:9]1[N:14]=[CH:13][C:12]([C:15]2[N:19]([C:20]3[CH:21]=[N:22][C:23]([O:26][CH3:27])=[CH:24][CH:25]=3)[N:18]=[C:17]([C:28]([N:30]3[CH2:35][CH2:34][O:33][CH2:32][CH2:31]3)=[O:29])[CH:16]=2)=[CH:11][CH:10]=1)=O)(C)(C)C.FC(F)(F)C(O)=O.C(=O)([O-])O.[Na+].C(Cl)(Cl)Cl, predict the reaction product. The product is: [NH2:8][C:9]1[N:14]=[CH:13][C:12]([C:15]2[N:19]([C:20]3[CH:21]=[N:22][C:23]([O:26][CH3:27])=[CH:24][CH:25]=3)[N:18]=[C:17]([C:28]([N:30]3[CH2:31][CH2:32][O:33][CH2:34][CH2:35]3)=[O:29])[CH:16]=2)=[CH:11][CH:10]=1.